The task is: Predict the reaction yield, written as a fraction of the theoretical maximum amount of product (1.0 means a 100% yield; for example, 0.34 means a 34% yield).. This data is from Buchwald-Hartwig C-N cross coupling reaction yields with 55,370 reactions. The reactants are CCc1ccc(Br)cc1.Cc1ccc(N)cc1.O=S(=O)(O[Pd]1c2ccccc2-c2ccccc2N~1)C(F)(F)F.COc1ccc(OC)c(P([C@]23C[C@H]4C[C@H](C[C@H](C4)C2)C3)[C@]23C[C@H]4C[C@H](C[C@H](C4)C2)C3)c1-c1c(C(C)C)cc(C(C)C)cc1C(C)C.CCN=P(N=P(N(C)C)(N(C)C)N(C)C)(N(C)C)N(C)C.CCOC(=O)c1cnoc1C. No catalyst specified. The product is CCc1ccc(Nc2ccc(C)cc2)cc1. The yield is 0.139.